From a dataset of Full USPTO retrosynthesis dataset with 1.9M reactions from patents (1976-2016). Predict the reactants needed to synthesize the given product. (1) Given the product [Cl:16][C:13]1[CH:14]=[CH:15][C:10]([CH2:9][NH:8][C:5]2[N:6]=[CH:7][C:2]([CH:29]=[O:30])=[CH:3][CH:4]=2)=[CH:11][CH:12]=1, predict the reactants needed to synthesize it. The reactants are: Br[C:2]1[CH:3]=[CH:4][C:5]([NH:8][CH2:9][C:10]2[CH:15]=[CH:14][C:13]([Cl:16])=[CH:12][CH:11]=2)=[N:6][CH:7]=1.C([Li])CCC.C([Li])(C)(C)C.CN(C)[CH:29]=[O:30]. (2) Given the product [Br:14][C:12]1[CH:13]=[C:8]([C:23](=[O:20])[CH3:24])[CH:9]=[C:10]([C:15]([F:18])([F:17])[F:16])[CH:11]=1, predict the reactants needed to synthesize it. The reactants are: Cl.S(=O)(=O)(O)O.N[C:8]1[CH:9]=[C:10]([C:15]([F:18])([F:17])[F:16])[CH:11]=[C:12]([Br:14])[CH:13]=1.N([O-])=[O:20].[Na+].[CH:23](=NO)[CH3:24]. (3) Given the product [ClH:1].[NH2:20][C@H:17]([CH2:18][CH3:19])[CH2:16][N:13]1[CH:12]=[CH:11][C:10]([C:8]2[CH:7]=[CH:6][C:3]([C:4]#[N:5])=[C:2]([Cl:1])[CH:9]=2)=[N:14]1, predict the reactants needed to synthesize it. The reactants are: [Cl:1][C:2]1[CH:9]=[C:8]([C:10]2[NH:14][N:13]=[CH:12][CH:11]=2)[CH:7]=[CH:6][C:3]=1[C:4]#[N:5].O[CH2:16][C@H:17]([NH:20]C(=O)OC(C)(C)C)[CH2:18][CH3:19]. (4) Given the product [C:1]([C:5]1[CH:6]=[C:7]([NH:18][C:19](=[O:49])[NH:20][CH2:21][C:22]2[CH:48]=[CH:47][CH:46]=[CH:45][C:23]=2[CH2:24][O:25][C:26]2[CH:31]=[C:30]([CH3:32])[N:29]([C:33]3[CH:34]=[C:35]([CH:39]=[CH:40][C:41]=3[CH3:42])[C:36]([NH:53][CH2:52][CH2:50][OH:51])=[O:37])[C:28](=[O:43])[C:27]=2[Cl:44])[N:8]([C:10]2[CH:15]=[CH:14][C:13]([OH:16])=[C:12]([Cl:17])[CH:11]=2)[N:9]=1)([CH3:3])([CH3:2])[CH3:4], predict the reactants needed to synthesize it. The reactants are: [C:1]([C:5]1[CH:6]=[C:7]([NH:18][C:19](=[O:49])[NH:20][CH2:21][C:22]2[CH:48]=[CH:47][CH:46]=[CH:45][C:23]=2[CH2:24][O:25][C:26]2[CH:31]=[C:30]([CH3:32])[N:29]([C:33]3[CH:34]=[C:35]([CH:39]=[CH:40][C:41]=3[CH3:42])[C:36](O)=[O:37])[C:28](=[O:43])[C:27]=2[Cl:44])[N:8]([C:10]2[CH:15]=[CH:14][C:13]([OH:16])=[C:12]([Cl:17])[CH:11]=2)[N:9]=1)([CH3:4])([CH3:3])[CH3:2].[CH2:50]([CH2:52][NH2:53])[OH:51].CCN=C=NCCCN(C)C. (5) Given the product [C:1]([O:5][C:6](=[O:14])[NH:7][C@@H:8]1[CH2:12][CH2:11][N:10]([CH2:16][C:17]2[CH:26]=[C:25]3[C:20]([CH:21]=[CH:22][N:23]=[C:24]3[Cl:27])=[CH:19][CH:18]=2)[C:9]1=[O:13])([CH3:4])([CH3:2])[CH3:3], predict the reactants needed to synthesize it. The reactants are: [C:1]([O:5][C:6](=[O:14])[NH:7][C@@H:8]1[CH2:12][CH2:11][NH:10][C:9]1=[O:13])([CH3:4])([CH3:3])[CH3:2].Br[CH2:16][C:17]1[CH:26]=[C:25]2[C:20]([CH:21]=[CH:22][N:23]=[C:24]2[Cl:27])=[CH:19][CH:18]=1. (6) Given the product [C:1]1([S:7]([N:10]2[C:18]3[C:13](=[CH:14][CH:15]=[C:16]([CH3:19])[CH:17]=3)[CH:12]=[C:11]2[C:42](=[CH:41][CH:38]2[CH2:37][CH2:36][N:35]([CH2:34][C:28]3[CH:29]=[CH:30][CH:31]=[CH:32][CH:33]=3)[CH2:40][CH2:39]2)[CH2:43][OH:44])(=[O:9])=[O:8])[CH:6]=[CH:5][CH:4]=[CH:3][CH:2]=1, predict the reactants needed to synthesize it. The reactants are: [C:1]1([S:7]([N:10]2[C:18]3[C:13](=[CH:14][CH:15]=[C:16]([CH3:19])[CH:17]=3)[CH:12]=[CH:11]2)(=[O:9])=[O:8])[CH:6]=[CH:5][CH:4]=[CH:3][CH:2]=1.C([N-]C(C)C)(C)C.[Li+].[C:28]1([CH2:34][N:35]2[CH2:40][CH2:39][CH:38]([CH:41]=[CH:42][CH:43]=[O:44])[CH2:37][CH2:36]2)[CH:33]=[CH:32][CH:31]=[CH:30][CH:29]=1. (7) Given the product [Br:10][C:11]1[CH:12]=[C:13]([CH:14]2[C:21]([C:20]([O:26][CH3:27])=[O:25])=[C:22]([CH3:24])[NH:1][C:2]3[CH:7]([CH3:8])[O:6][CH2:5][C:4](=[O:9])[C:3]2=3)[CH:16]=[CH:17][C:18]=1[F:19], predict the reactants needed to synthesize it. The reactants are: [NH2:1][C:2]1[CH:7]([CH3:8])[O:6][CH2:5][C:4](=[O:9])[CH:3]=1.[Br:10][C:11]1[CH:12]=[C:13]([CH:16]=[CH:17][C:18]=1[F:19])[CH:14]=O.[C:20]([O:26][CH3:27])(=[O:25])[CH2:21][C:22]([CH3:24])=O.